This data is from Catalyst prediction with 721,799 reactions and 888 catalyst types from USPTO. The task is: Predict which catalyst facilitates the given reaction. (1) Reactant: Br[C:2]1[CH:7]=[CH:6][C:5]([S:8]([N:11]2[CH2:15][CH2:14][CH2:13][C@@H:12]2[CH2:16][OH:17])(=[O:10])=[O:9])=[CH:4][CH:3]=1.[NH2:18][C:19]1[CH:20]=[C:21](B(O)O)[CH:22]=[CH:23][CH:24]=1.C(=O)([O-])[O-].[K+].[K+].O. Product: [NH2:18][C:19]1[CH:24]=[C:23]([C:2]2[CH:7]=[CH:6][C:5]([S:8]([N:11]3[CH2:15][CH2:14][CH2:13][C@@H:12]3[CH2:16][OH:17])(=[O:10])=[O:9])=[CH:4][CH:3]=2)[CH:22]=[CH:21][CH:20]=1. The catalyst class is: 128. (2) Product: [Cl:1][C:2]1[CH:3]=[CH:4][C:5]([O:29][CH:30]([F:32])[F:31])=[C:6]([C:8]2[C:12]([NH:13][C:14]([C:16]3[CH:17]=[N:18][N:19]4[CH:24]=[CH:23][CH:22]=[N:21][C:20]=34)=[O:15])=[CH:11][N:10]([CH2:25][C:26](=[O:28])[N:48]3[CH2:49][CH2:50][N:45]([CH:43]([CH3:44])[CH3:42])[CH2:46][CH2:47]3)[N:9]=2)[CH:7]=1. Reactant: [Cl:1][C:2]1[CH:3]=[CH:4][C:5]([O:29][CH:30]([F:32])[F:31])=[C:6]([C:8]2[C:12]([NH:13][C:14]([C:16]3[CH:17]=[N:18][N:19]4[CH:24]=[CH:23][CH:22]=[N:21][C:20]=34)=[O:15])=[CH:11][N:10]([CH2:25][C:26]([OH:28])=O)[N:9]=2)[CH:7]=1.CCN(C(C)C)C(C)C.[CH3:42][CH:43]([N:45]1[CH2:50][CH2:49][NH:48][CH2:47][CH2:46]1)[CH3:44].CN(C(ON1N=NC2C=CC=NC1=2)=[N+](C)C)C.F[P-](F)(F)(F)(F)F. The catalyst class is: 3. (3) Reactant: C(N([CH2:17][C:18]([OH:20])=[O:19])[CH2:17][C:18]([OH:20])=[O:19])CN([CH2:17][C:18]([OH:20])=[O:19])[CH2:17][C:18]([OH:20])=[O:19].[C:21](O)(=O)[CH2:22][C:23]([CH2:28][C:29](O)=O)([C:25](O)=O)O.N[CH2:35][C:36]([OH:38])=O.[OH-].[Na+]. Product: [CH3:29][C:28]1[C:23]2[CH:22]=[CH:21][C:36]([OH:38])=[CH:35][C:25]=2[O:20][C:18](=[O:19])[CH:17]=1. The catalyst class is: 6. (4) Reactant: [C:1]([O:5][C:6]([N:8]([CH2:19][CH2:20][C:21]1[CH:26]=[CH:25][C:24]([C:27]([F:30])([F:29])[F:28])=[CH:23][CH:22]=1)[C:9]1[CH:10]=[CH:11][C:12]([OH:18])=[C:13]([CH:17]=1)[C:14]([OH:16])=[O:15])=[O:7])([CH3:4])([CH3:3])[CH3:2].C(=O)([O-])[O-].[K+].[K+].[C:37](Cl)(=O)[C:38]([CH3:40])=[O:39]. Product: [C:1]([O:5][C:6]([N:8]([CH2:19][CH2:20][C:21]1[CH:26]=[CH:25][C:24]([C:27]([F:28])([F:29])[F:30])=[CH:23][CH:22]=1)[C:9]1[CH:10]=[CH:11][C:12]([O:18][CH2:37][C:38](=[O:39])[CH3:40])=[C:13]([CH:17]=1)[C:14]([OH:16])=[O:15])=[O:7])([CH3:4])([CH3:2])[CH3:3]. The catalyst class is: 9. (5) Reactant: CC(C)([O-])C.[K+].[N:7]1([C:13]([N:15]2[CH2:20][CH:19]([C:21]3[CH:26]=[CH:25][C:24]([O:27][C:28]([F:31])([F:30])[F:29])=[CH:23][CH:22]=3)[CH2:18][CH:17]([C:32]([O:34]C)=[O:33])[CH2:16]2)=[O:14])[CH2:12][CH2:11][S:10][CH2:9][CH2:8]1. Product: [N:7]1([C:13]([N:15]2[CH2:20][CH:19]([C:21]3[CH:22]=[CH:23][C:24]([O:27][C:28]([F:30])([F:31])[F:29])=[CH:25][CH:26]=3)[CH2:18][CH:17]([C:32]([OH:34])=[O:33])[CH2:16]2)=[O:14])[CH2:8][CH2:9][S:10][CH2:11][CH2:12]1. The catalyst class is: 5. (6) Reactant: C(OC(=O)[NH:7][C:8]1[CH:13]=[CH:12][C:11]([C:14]2[CH:19]=CC=[CH:16][C:15]=2F)=[CH:10][C:9]=1[NH:21][C:22](=[O:37])[CH2:23][C:24](=O)[C:25]1[CH:30]=[CH:29][CH:28]=[C:27]([N:31]2[CH:35]=[CH:34][N:33]=[N:32]2)[CH:26]=1)(C)(C)C.[C:39](O)([C:41]([F:44])(F)F)=O. Product: [F:44][C:41]1[CH:39]=[CH:19][C:14]([C:11]2[CH:12]=[CH:13][C:8]3[N:7]=[C:24]([C:25]4[CH:30]=[CH:29][CH:28]=[C:27]([N:31]5[CH:35]=[CH:34][N:33]=[N:32]5)[CH:26]=4)[CH2:23][C:22](=[O:37])[NH:21][C:9]=3[CH:10]=2)=[CH:15][CH:16]=1. The catalyst class is: 2.